Dataset: Full USPTO retrosynthesis dataset with 1.9M reactions from patents (1976-2016). Task: Predict the reactants needed to synthesize the given product. (1) The reactants are: [F:1][C:2]1([C:7]([O:9]CC)=[O:8])[CH2:6][CH2:5][CH2:4][CH2:3]1.[OH-].[Li+]. Given the product [F:1][C:2]1([C:7]([OH:9])=[O:8])[CH2:6][CH2:5][CH2:4][CH2:3]1, predict the reactants needed to synthesize it. (2) The reactants are: [Br:1][C:2]1[CH:7]=[CH:6][C:5]([NH:8][C:9]2[S:10][C:11]3[CH:17]=[C:16]([F:18])[CH:15]=[CH:14][C:12]=3[N:13]=2)=[CH:4][CH:3]=1.ClC1SC2C=C([F:29])C=CC=2N=1.FC1C=C(Br)C=CC=1N. Given the product [Br:1][C:2]1[CH:3]=[CH:4][C:5]([NH:8][C:9]2[S:10][C:11]3[CH:17]=[C:16]([F:18])[CH:15]=[CH:14][C:12]=3[N:13]=2)=[C:6]([F:29])[CH:7]=1, predict the reactants needed to synthesize it. (3) Given the product [Cl:25][C:9]1[C:8]([C:13]2[CH:18]=[CH:17][CH:16]=[CH:15][C:14]=2[S:19]([CH3:22])(=[O:21])=[O:20])=[CH:7][C:6]2[C:11](=[C:2]([F:1])[CH:3]=[CH:4][CH:5]=2)[N:10]=1, predict the reactants needed to synthesize it. The reactants are: [F:1][C:2]1[CH:3]=[CH:4][CH:5]=[C:6]2[C:11]=1[NH:10][C:9](=O)[C:8]([C:13]1[CH:18]=[CH:17][CH:16]=[CH:15][C:14]=1[S:19]([CH3:22])(=[O:21])=[O:20])=[CH:7]2.P(Cl)(Cl)([Cl:25])=O. (4) Given the product [CH2:1]([O:5][CH2:6][CH2:7][O:8][C:9]1[CH:10]=[CH:11][C:12]([C:15]2[CH:16]=[CH:17][C:18]3[N:24]([CH2:25][CH:26]([CH3:27])[CH3:28])[CH2:23][CH2:22][C:21]([C:29]([NH:31][C:32]4[CH:33]=[CH:34][C:35]([S:38]([CH2:39][C:40]5[N:44]([CH3:45])[N:43]=[CH:42][N:41]=5)=[O:55])=[CH:36][CH:37]=4)=[O:30])=[CH:20][C:19]=3[CH:46]=2)=[CH:13][CH:14]=1)[CH2:2][CH2:3][CH3:4], predict the reactants needed to synthesize it. The reactants are: [CH2:1]([O:5][CH2:6][CH2:7][O:8][C:9]1[CH:14]=[CH:13][C:12]([C:15]2[CH:16]=[CH:17][C:18]3[N:24]([CH2:25][CH:26]([CH3:28])[CH3:27])[CH2:23][CH2:22][C:21]([C:29]([NH:31][C:32]4[CH:37]=[CH:36][C:35]([S:38][CH2:39][C:40]5[N:44]([CH3:45])[N:43]=[CH:42][N:41]=5)=[CH:34][CH:33]=4)=[O:30])=[CH:20][C:19]=3[CH:46]=2)=[CH:11][CH:10]=1)[CH2:2][CH2:3][CH3:4].ClC1C=CC=C(C(OO)=[O:55])C=1.S([O-])([O-])(=O)=S.[Na+].[Na+].